This data is from NCI-60 drug combinations with 297,098 pairs across 59 cell lines. The task is: Regression. Given two drug SMILES strings and cell line genomic features, predict the synergy score measuring deviation from expected non-interaction effect. Drug 1: C1C(C(OC1N2C=NC3=C(N=C(N=C32)Cl)N)CO)O. Drug 2: CC1C(C(CC(O1)OC2CC(OC(C2O)C)OC3=CC4=CC5=C(C(=O)C(C(C5)C(C(=O)C(C(C)O)O)OC)OC6CC(C(C(O6)C)O)OC7CC(C(C(O7)C)O)OC8CC(C(C(O8)C)O)(C)O)C(=C4C(=C3C)O)O)O)O. Cell line: A498. Synergy scores: CSS=29.1, Synergy_ZIP=-5.45, Synergy_Bliss=-2.74, Synergy_Loewe=-14.6, Synergy_HSA=-2.91.